From a dataset of Full USPTO retrosynthesis dataset with 1.9M reactions from patents (1976-2016). Predict the reactants needed to synthesize the given product. (1) Given the product [CH:1]12[CH2:10][CH:5]3[CH2:6][CH:7]([CH2:9][CH:3]([CH2:4]3)[CH:2]1[NH:11][C:12]([C:14]1[CH:15]=[N:16][N:17]([CH3:20])[C:18]=1[N:21]1[CH2:26][CH2:25][S:24][CH2:23][CH2:22]1)=[O:13])[CH2:8]2, predict the reactants needed to synthesize it. The reactants are: [CH:1]12[CH2:10][CH:5]3[CH2:6][CH:7]([CH2:9][CH:3]([CH2:4]3)[CH:2]1[NH:11][C:12]([C:14]1[CH:15]=[N:16][N:17]([CH3:20])[C:18]=1Cl)=[O:13])[CH2:8]2.[NH:21]1[CH2:26][CH2:25][S:24][CH2:23][CH2:22]1. (2) Given the product [CH3:36][C:26]1[CH:31]=[CH:30][C:29]([S:32]([O:11][C:10]2[C:5]3[CH:4]=[C:3]([CH2:1][CH3:2])[NH:23][C:6]=3[N:7]=[C:8]([S:12][C:13]3[CH:22]=[N:21][C:20]4[C:15](=[N:16][CH:17]=[CH:18][N:19]=4)[CH:14]=3)[N:9]=2)(=[O:34])=[O:33])=[CH:28][CH:27]=1, predict the reactants needed to synthesize it. The reactants are: [CH2:1]([C:3]1[NH:23][C:6]2[N:7]=[C:8]([S:12][C:13]3[CH:22]=[N:21][C:20]4[C:15](=[N:16][CH:17]=[CH:18][N:19]=4)[CH:14]=3)[N:9]=[C:10]([OH:11])[C:5]=2[CH:4]=1)[CH3:2].[H-].[Na+].[C:26]1([CH3:36])[CH:31]=[CH:30][C:29]([S:32](Cl)(=[O:34])=[O:33])=[CH:28][CH:27]=1.O. (3) Given the product [Br:11][C:12]1[CH:17]=[CH:16][C:15]([O:10][CH2:9][CH2:8][N:5]2[CH2:6][CH2:7][N:2]([CH3:1])[CH2:3][CH2:4]2)=[CH:14][C:13]=1[CH3:19], predict the reactants needed to synthesize it. The reactants are: [CH3:1][N:2]1[CH2:7][CH2:6][N:5]([CH2:8][CH2:9][OH:10])[CH2:4][CH2:3]1.[Br:11][C:12]1[CH:17]=[CH:16][C:15](O)=[CH:14][C:13]=1[CH3:19]. (4) Given the product [Br:12][C:9]1[CH:10]=[CH:11][C:2]([NH:1][C:21](=[O:22])[CH2:20][C:16]2[CH:15]=[N:14][CH:19]=[CH:18][CH:17]=2)=[C:3]([CH:8]=1)[C:4]([O:6][CH3:7])=[O:5], predict the reactants needed to synthesize it. The reactants are: [NH2:1][C:2]1[CH:11]=[CH:10][C:9]([Br:12])=[CH:8][C:3]=1[C:4]([O:6][CH3:7])=[O:5].Cl.[N:14]1[CH:19]=[CH:18][CH:17]=[C:16]([CH2:20][C:21](O)=[O:22])[CH:15]=1.CN(C(ON1N=NC2C=CC=NC1=2)=[N+](C)C)C.F[P-](F)(F)(F)(F)F.CCN(C(C)C)C(C)C. (5) Given the product [CH3:1][C:2]1[S:6][C:5](/[CH:7]=[CH:8]/[C:9]([OH:11])=[O:10])=[CH:4][CH:3]=1, predict the reactants needed to synthesize it. The reactants are: [CH3:1][C:2]1[S:6][C:5](/[CH:7]=[CH:8]/[C:9]([O:11]CC)=[O:10])=[CH:4][CH:3]=1.[OH-].[Na+].O. (6) Given the product [Cl:17][C:4]1[CH:3]=[C:2]([C:24]2[CH:25]=[C:20]([CH:21]=[CH:22][CH:23]=2)[C:18]#[N:19])[C:10]2[N:9]3[CH2:11][CH2:12][NH:13][C:14](=[O:15])[C:8]3=[C:7]([CH3:16])[C:6]=2[CH:5]=1, predict the reactants needed to synthesize it. The reactants are: Br[C:2]1[C:10]2[N:9]3[CH2:11][CH2:12][NH:13][C:14](=[O:15])[C:8]3=[C:7]([CH3:16])[C:6]=2[CH:5]=[C:4]([Cl:17])[CH:3]=1.[C:18]([C:20]1[CH:21]=[C:22](B(O)O)[CH:23]=[CH:24][CH:25]=1)#[N:19]. (7) Given the product [CH2:1]([O:8][C:9]1[C:41]([CH3:42])=[CH:40][C:12]([CH2:13][C@@H:14]([CH2:19][C:20](=[O:39])[N:21]2[CH2:22][CH2:23][CH:24]([N:27]3[CH2:33][CH2:32][C:31]4[CH:34]=[CH:35][CH:36]=[CH:37][C:30]=4[NH:29][C:28]3=[O:38])[CH2:25][CH2:26]2)[C:15]([OH:17])=[O:16])=[CH:11][C:10]=1[O:43][CH3:44])[C:2]1[CH:7]=[CH:6][CH:5]=[CH:4][CH:3]=1, predict the reactants needed to synthesize it. The reactants are: [CH2:1]([O:8][C:9]1[C:41]([CH3:42])=[CH:40][C:12]([CH2:13][C@@H:14]([CH2:19][C:20](=[O:39])[N:21]2[CH2:26][CH2:25][CH:24]([N:27]3[CH2:33][CH2:32][C:31]4[CH:34]=[CH:35][CH:36]=[CH:37][C:30]=4[NH:29][C:28]3=[O:38])[CH2:23][CH2:22]2)[C:15]([O:17]C)=[O:16])=[CH:11][C:10]=1[O:43][CH3:44])[C:2]1[CH:7]=[CH:6][CH:5]=[CH:4][CH:3]=1.[Li+].[OH-]. (8) Given the product [F:35][C:13]([F:12])([F:34])[C:14]1[CH:33]=[CH:32][C:17]2[C:18]3[NH:1][C:3]4[C:11]([C:19]=3[O:20][C:16]=2[CH:15]=1)=[CH:10][CH:9]=[CH:8][C:4]=4[C:5]([OH:7])=[O:6], predict the reactants needed to synthesize it. The reactants are: [NH:1]([C:3]1[CH:11]=[CH:10][CH:9]=[CH:8][C:4]=1[C:5]([OH:7])=[O:6])N.[F:12][C:13]([F:35])([F:34])[C:14]1[CH:33]=[CH:32][C:17]2[C:18](=NNC3C=CC=CC=3C(O)=O)[CH2:19][O:20][C:16]=2[CH:15]=1.CC1C=CC(S(O)(=O)=O)=CC=1. (9) Given the product [Cl:1][C:2]1[CH:7]=[C:6]([O:58][CH3:55])[CH:5]=[CH:4][C:3]=1[C:9]1[N:27]([CH2:28][C@@H:29]2[CH2:34][CH2:33][CH2:32][N:31]([C:35]([O:37][C:38]([CH3:41])([CH3:39])[CH3:40])=[O:36])[CH2:30]2)[C:12]2[N:13]=[C:14]([NH:17][CH2:18][C:19]3[CH:24]=[CH:23][C:22]([F:25])=[C:21]([F:26])[CH:20]=3)[N:15]=[CH:16][C:11]=2[CH:10]=1, predict the reactants needed to synthesize it. The reactants are: [Cl:1][C:2]1[CH:7]=[C:6](C)[CH:5]=[CH:4][C:3]=1[C:9]1[N:27]([CH2:28][C@@H:29]2[CH2:34][CH2:33][CH2:32][N:31]([C:35]([O:37][C:38]([CH3:41])([CH3:40])[CH3:39])=[O:36])[CH2:30]2)[C:12]2[N:13]=[C:14]([NH:17][CH2:18][C:19]3[CH:24]=[CH:23][C:22]([F:25])=[C:21]([F:26])[CH:20]=3)[N:15]=[CH:16][C:11]=2[CH:10]=1.ClC1N=CC2C=C(C3C=C[C:55]([O:58]C)=CC=3Cl)N(C[C@@H]3CCCN(C(OC(C)(C)C)=O)C3)C=2N=1.